This data is from NCI-60 drug combinations with 297,098 pairs across 59 cell lines. The task is: Regression. Given two drug SMILES strings and cell line genomic features, predict the synergy score measuring deviation from expected non-interaction effect. Drug 2: CC1=C2C(C(=O)C3(C(CC4C(C3C(C(C2(C)C)(CC1OC(=O)C(C(C5=CC=CC=C5)NC(=O)C6=CC=CC=C6)O)O)OC(=O)C7=CC=CC=C7)(CO4)OC(=O)C)O)C)OC(=O)C. Drug 1: CC(CN1CC(=O)NC(=O)C1)N2CC(=O)NC(=O)C2. Synergy scores: CSS=41.3, Synergy_ZIP=-7.87, Synergy_Bliss=1.10, Synergy_Loewe=-23.4, Synergy_HSA=0.601. Cell line: M14.